From a dataset of Full USPTO retrosynthesis dataset with 1.9M reactions from patents (1976-2016). Predict the reactants needed to synthesize the given product. (1) Given the product [F:21][C:22]([F:35])([F:34])[S:23]([O:4][CH2:3][C:2]([F:11])([F:1])[C:5]1[CH:6]=[CH:7][CH:8]=[CH:9][CH:10]=1)(=[O:25])=[O:24], predict the reactants needed to synthesize it. The reactants are: [F:1][C:2]([F:11])([C:5]1[CH:10]=[CH:9][CH:8]=[CH:7][CH:6]=1)[CH2:3][OH:4].C(N(C(C)C)CC)(C)C.[F:21][C:22]([F:35])([F:34])[S:23](O[S:23]([C:22]([F:35])([F:34])[F:21])(=[O:25])=[O:24])(=[O:25])=[O:24]. (2) Given the product [F:70][C:71]([F:84])([F:85])[C:72]1[CH:73]=[C:74]([NH:82][NH:83][C:13](=[O:15])[CH:12]([C:10]2[C:11]3[O:7][C:3]([F:2])([F:23])[O:4][C:5]=3[CH:6]=[CH:8][CH:9]=2)[N:16]2[CH2:21][CH2:20][N:19]([CH3:22])[CH2:18][CH2:17]2)[CH:75]=[C:76]([C:78]([F:81])([F:79])[F:80])[CH:77]=1, predict the reactants needed to synthesize it. The reactants are: Cl.[F:2][C:3]1([F:23])[O:7][C:6]2[CH:8]=[CH:9][C:10]([CH:12]([N:16]3[CH2:21][CH2:20][N:19]([CH3:22])[CH2:18][CH2:17]3)[C:13]([OH:15])=O)=[CH:11][C:5]=2[O:4]1.C1C=CC2N(O)N=NC=2C=1.O.C1CCC(N=C=NC2CCCCC2)CC1.CN1C2C=CC(Cl)=CC=2C(C2C=CC=CC=2)=NCC1=O.[F:70][C:71]([F:85])([F:84])[C:72]1[CH:73]=[C:74]([NH:82][NH2:83])[CH:75]=[C:76]([C:78]([F:81])([F:80])[F:79])[CH:77]=1.[N-]=C=O.C(O)C(N)(CO)CO. (3) The reactants are: [Br:1][C:2]1[C:3]([CH3:22])=[N:4][N:5]([CH2:14][CH:15]2[CH2:20][CH2:19][CH:18]([OH:21])[CH2:17][CH2:16]2)[C:6]=1[C:7]1[CH:12]=[CH:11][C:10]([F:13])=[CH:9][CH:8]=1.CC(OI1(OC(C)=O)(OC(C)=O)OC(=O)C2C1=CC=CC=2)=O. Given the product [Br:1][C:2]1[C:3]([CH3:22])=[N:4][N:5]([CH2:14][CH:15]2[CH2:20][CH2:19][C:18](=[O:21])[CH2:17][CH2:16]2)[C:6]=1[C:7]1[CH:8]=[CH:9][C:10]([F:13])=[CH:11][CH:12]=1, predict the reactants needed to synthesize it. (4) Given the product [ClH:34].[NH2:7][C@:8]([CH3:30])([CH2:9][CH2:10][C:11]1[CH:12]=[C:13]([O:28][CH3:29])[C:14]([O:17][CH2:18][CH2:19][CH2:20][C:21]([F:27])([F:26])[C:22]([F:25])([F:24])[F:23])=[C:15]([Cl:34])[CH:16]=1)[CH2:31][OH:32], predict the reactants needed to synthesize it. The reactants are: C(OC(=O)[NH:7][C@:8]([CH2:31][OH:32])([CH3:30])[CH2:9][CH2:10][C:11]1[CH:16]=[CH:15][C:14]([O:17][CH2:18][CH2:19][CH2:20][C:21]([F:27])([F:26])[C:22]([F:25])([F:24])[F:23])=[C:13]([O:28][CH3:29])[CH:12]=1)(C)(C)C.[ClH:34]. (5) Given the product [C:23]([CH:27]1[CH2:32][CH2:31][N:30]([C:18]([C:12]2[S:13][C:14]3[CH2:15][CH2:16][O:17][C:8]4[CH:7]=[C:6]([C:4]5[CH:3]=[N:2][NH:1][CH:5]=5)[CH:22]=[CH:21][C:9]=4[C:10]=3[N:11]=2)=[O:20])[CH2:29][CH2:28]1)([CH3:26])([CH3:25])[CH3:24], predict the reactants needed to synthesize it. The reactants are: [NH:1]1[CH:5]=[C:4]([C:6]2[CH:22]=[CH:21][C:9]3[C:10]4[N:11]=[C:12]([C:18]([OH:20])=O)[S:13][C:14]=4[CH2:15][CH2:16][O:17][C:8]=3[CH:7]=2)[CH:3]=[N:2]1.[C:23]([CH:27]1[CH2:32][CH2:31][NH:30][CH2:29][CH2:28]1)([CH3:26])([CH3:25])[CH3:24]. (6) Given the product [Si:24]([O:25][CH:26]1[CH2:29][N:28]([S:30]([NH:33][C:2]2[CH:7]=[C:6]([O:8][CH3:9])[N:5]=[C:4]([S:10][CH2:11][C:12]3[CH:17]=[CH:16][CH:15]=[C:14]([F:18])[C:13]=3[F:19])[N:3]=2)(=[O:32])=[O:31])[CH2:27]1)([C:20]([CH3:23])([CH3:21])[CH3:22])([C:34]1[CH:35]=[CH:36][CH:37]=[CH:38][CH:39]=1)[C:40]1[CH:45]=[CH:44][CH:43]=[CH:42][CH:41]=1, predict the reactants needed to synthesize it. The reactants are: Cl[C:2]1[CH:7]=[C:6]([O:8][CH3:9])[N:5]=[C:4]([S:10][CH2:11][C:12]2[CH:17]=[CH:16][CH:15]=[C:14]([F:18])[C:13]=2[F:19])[N:3]=1.[C:20]([Si:24]([C:40]1[CH:45]=[CH:44][CH:43]=[CH:42][CH:41]=1)([C:34]1[CH:39]=[CH:38][CH:37]=[CH:36][CH:35]=1)[O:25][CH:26]1[CH2:29][N:28]([S:30]([NH2:33])(=[O:32])=[O:31])[CH2:27]1)([CH3:23])([CH3:22])[CH3:21].C1(P(C2CCCCC2)C2C=CC=CC=2C2C(C(C)C)=CC(C(C)C)=CC=2C(C)C)CCCCC1.C(=O)([O-])[O-].[Cs+].[Cs+].